Dataset: Forward reaction prediction with 1.9M reactions from USPTO patents (1976-2016). Task: Predict the product of the given reaction. (1) Given the reactants F[C:2]1[CH:3]=[C:4]([CH:7]=[C:8]([N:10]2[CH2:15][CH2:14][C:13]3[N:16]=[C:17]([C:19]4[CH:24]=[CH:23][CH:22]=[CH:21][N:20]=4)[O:18][C:12]=3[CH2:11]2)C=1)[C:5]#[N:6].BrC1C=C(C=CN=1)C#[N:30], predict the reaction product. The product is: [N:20]1[CH:21]=[CH:22][CH:23]=[CH:24][C:19]=1[C:17]1[O:18][C:12]2[CH2:11][N:10]([C:8]3[CH:7]=[C:4]([CH:3]=[CH:2][N:30]=3)[C:5]#[N:6])[CH2:15][CH2:14][C:13]=2[N:16]=1. (2) Given the reactants [CH:1]1([C:5](=O)[CH2:6][C:7]#[N:8])[CH2:4][CH2:3][CH2:2]1.[CH3:10][NH:11][NH2:12], predict the reaction product. The product is: [CH:1]1([C:5]2[CH:6]=[C:7]([NH2:8])[N:11]([CH3:10])[N:12]=2)[CH2:4][CH2:3][CH2:2]1. (3) The product is: [Br:1][C:2]1[CH:7]=[CH:6][C:5]([C:8]([NH2:37])([CH3:13])[CH3:9])=[CH:4][CH:3]=1. Given the reactants [Br:1][C:2]1[CH:7]=[CH:6][C:5]([C:8]([CH3:13])(C)[C:9](N)=O)=[CH:4][CH:3]=1.FC(F)(F)C(OI(C1C=CC=CC=1)OC(=O)C(F)(F)F)=O.CC#[N:37].O, predict the reaction product. (4) Given the reactants C(=O)([O-])[O-].[Na+].[Na+].O.CC1(C)C(C)(C)OB([C:16]2[CH:17]=[C:18]3[C:23](=[CH:24][CH:25]=2)[O:22][CH2:21][CH2:20][CH2:19]3)O1.Br[C:28]1[N:29]([CH3:45])[C:30]2[C:35]([C:36]=1[CH:37]([CH2:42][CH2:43][CH3:44])[C:38]([O:40][CH3:41])=[O:39])=[CH:34][CH:33]=[CH:32][CH:31]=2, predict the reaction product. The product is: [O:22]1[C:23]2[CH:24]=[CH:25][C:16]([C:28]3[N:29]([CH3:45])[C:30]4[C:35]([C:36]=3[CH:37]([CH2:42][CH2:43][CH3:44])[C:38]([O:40][CH3:41])=[O:39])=[CH:34][CH:33]=[CH:32][CH:31]=4)=[CH:17][C:18]=2[CH2:19][CH2:20][CH2:21]1. (5) Given the reactants C1C(=O)N([O:8][C:9]([O:11][N:12]2[C:17](=[O:18])[CH2:16][CH2:15][C:13]2=[O:14])=[O:10])C(=O)C1.CC[N:21]([CH2:24][CH3:25])[CH2:22][CH3:23].[CH3:26][C:27]#N, predict the reaction product. The product is: [N:21]1[C:22]2[C:23](=[CH:13][CH:15]=[CH:16][CH:17]=2)[C:26]([CH2:27][O:8][C:9](=[O:10])[O:11][N:12]2[C:13](=[O:14])[CH2:15][CH2:16][C:17]2=[O:18])=[CH:25][CH:24]=1. (6) Given the reactants [NH2:1][C:2]1[CH:7]=[C:6]([C:8]([F:11])([F:10])[F:9])[CH:5]=[CH:4][C:3]=1[SH:12].[CH2:13]([O:15][C:16](OCC)([O:22]CC)[C:17](OCC)=O)[CH3:14], predict the reaction product. The product is: [CH2:13]([O:15][C:16]([C:17]1[S:12][C:3]2[CH:4]=[CH:5][C:6]([C:8]([F:9])([F:10])[F:11])=[CH:7][C:2]=2[N:1]=1)=[O:22])[CH3:14].